Dataset: Catalyst prediction with 721,799 reactions and 888 catalyst types from USPTO. Task: Predict which catalyst facilitates the given reaction. (1) Reactant: [NH2:1][C:2]1[C:3]2[CH:10]=[CH:9][N:8]([C@@H:11]3[O:15][C@H:14]([CH2:16][OH:17])[C@@H:13]([O:18][Si:19]([C:22]([CH3:25])([CH3:24])[CH3:23])([CH3:21])[CH3:20])[CH2:12]3)[C:4]=2[N:5]=[CH:6][N:7]=1.I(C1C=CC=CC=1C(O)=O)(=O)=O. Product: [NH2:1][C:2]1[C:3]2[CH:10]=[CH:9][N:8]([C@@H:11]3[O:15][C@H:14]([CH:16]=[O:17])[C@@H:13]([O:18][Si:19]([C:22]([CH3:25])([CH3:24])[CH3:23])([CH3:20])[CH3:21])[CH2:12]3)[C:4]=2[N:5]=[CH:6][N:7]=1. The catalyst class is: 10. (2) Reactant: [NH2:1][C:2]1[N:14]=[C:13]([C:15]2[C:20]([O:21]CC3C=CC=CC=3)=[CH:19][CH:18]=[CH:17][C:16]=2[O:29]CC2C=CC=CC=2)[CH:12]=[C:11]([CH:37]2[CH2:42][CH2:41][CH2:40][N:39]([C:43]([O:45][C:46]([CH3:49])([CH3:48])[CH3:47])=[O:44])[CH2:38]2)[C:3]=1[C:4]([O:6][C:7]([CH3:10])([CH3:9])[CH3:8])=[O:5]. Product: [NH2:1][C:2]1[N:14]=[C:13]([C:15]2[C:20]([OH:21])=[CH:19][CH:18]=[CH:17][C:16]=2[OH:29])[CH:12]=[C:11]([CH:37]2[CH2:42][CH2:41][CH2:40][N:39]([C:43]([O:45][C:46]([CH3:49])([CH3:48])[CH3:47])=[O:44])[CH2:38]2)[C:3]=1[C:4]([O:6][C:7]([CH3:8])([CH3:9])[CH3:10])=[O:5]. The catalyst class is: 13.